The task is: Regression. Given two drug SMILES strings and cell line genomic features, predict the synergy score measuring deviation from expected non-interaction effect.. This data is from NCI-60 drug combinations with 297,098 pairs across 59 cell lines. (1) Drug 1: C1=CN(C(=O)N=C1N)C2C(C(C(O2)CO)O)O.Cl. Drug 2: C(CN)CNCCSP(=O)(O)O. Cell line: SNB-19. Synergy scores: CSS=30.7, Synergy_ZIP=-7.83, Synergy_Bliss=-0.427, Synergy_Loewe=-38.5, Synergy_HSA=2.12. (2) Drug 1: CS(=O)(=O)C1=CC(=C(C=C1)C(=O)NC2=CC(=C(C=C2)Cl)C3=CC=CC=N3)Cl. Drug 2: CC=C1C(=O)NC(C(=O)OC2CC(=O)NC(C(=O)NC(CSSCCC=C2)C(=O)N1)C(C)C)C(C)C. Cell line: UO-31. Synergy scores: CSS=36.6, Synergy_ZIP=-0.355, Synergy_Bliss=3.98, Synergy_Loewe=5.46, Synergy_HSA=4.98. (3) Drug 1: CN(C)N=NC1=C(NC=N1)C(=O)N. Drug 2: CC1=CC=C(C=C1)C2=CC(=NN2C3=CC=C(C=C3)S(=O)(=O)N)C(F)(F)F. Cell line: OVCAR-8. Synergy scores: CSS=5.41, Synergy_ZIP=-0.644, Synergy_Bliss=-0.931, Synergy_Loewe=-2.99, Synergy_HSA=-2.98. (4) Drug 1: C1=C(C(=O)NC(=O)N1)F. Drug 2: CC(C1=C(C=CC(=C1Cl)F)Cl)OC2=C(N=CC(=C2)C3=CN(N=C3)C4CCNCC4)N. Cell line: U251. Synergy scores: CSS=33.1, Synergy_ZIP=-3.91, Synergy_Bliss=-7.99, Synergy_Loewe=-8.20, Synergy_HSA=-7.61. (5) Synergy scores: CSS=48.2, Synergy_ZIP=-2.98, Synergy_Bliss=-1.52, Synergy_Loewe=-16.2, Synergy_HSA=-2.10. Drug 2: CC1C(C(CC(O1)OC2CC(CC3=C2C(=C4C(=C3O)C(=O)C5=CC=CC=C5C4=O)O)(C(=O)C)O)N)O. Cell line: MOLT-4. Drug 1: CC1=C(C(=O)C2=C(C1=O)N3CC4C(C3(C2COC(=O)N)OC)N4)N. (6) Drug 1: C1CCC(CC1)NC(=O)N(CCCl)N=O. Drug 2: C1=C(C(=O)NC(=O)N1)F. Cell line: HCT-15. Synergy scores: CSS=48.5, Synergy_ZIP=-4.58, Synergy_Bliss=-5.78, Synergy_Loewe=-5.34, Synergy_HSA=-1.93. (7) Drug 1: CC1=C(C(CCC1)(C)C)C=CC(=CC=CC(=CC(=O)O)C)C. Drug 2: CC1C(C(CC(O1)OC2CC(CC3=C2C(=C4C(=C3O)C(=O)C5=C(C4=O)C(=CC=C5)OC)O)(C(=O)CO)O)N)O.Cl. Cell line: TK-10. Synergy scores: CSS=24.4, Synergy_ZIP=-2.11, Synergy_Bliss=2.11, Synergy_Loewe=-14.2, Synergy_HSA=-0.498.